From a dataset of Catalyst prediction with 721,799 reactions and 888 catalyst types from USPTO. Predict which catalyst facilitates the given reaction. Product: [C:39]1([C:45]2[CH:50]=[CH:49][C:48]([C:51]([N:53]=[C:54]=[S:55])=[O:52])=[CH:47][CH:46]=2)[CH:40]=[CH:41][CH:42]=[CH:43][CH:44]=1.[C:39]1([C:45]2[CH:50]=[CH:49][C:48]([C:51]([NH:53][C:54]([NH:35][C:34]3[CH:36]=[CH:37][C:31]([O:30][C:21]4[C:20]5[C:25](=[CH:26][C:27]([O:28][CH3:29])=[C:18]([O:17][CH3:16])[CH:19]=5)[N:24]=[CH:23][CH:22]=4)=[CH:32][C:33]=3[F:38])=[S:55])=[O:52])=[CH:47][CH:46]=2)[CH:40]=[CH:41][CH:42]=[CH:43][CH:44]=1. The catalyst class is: 234. Reactant: C1(C2C=CC(C(Cl)=O)=CC=2)C=CC=CC=1.[CH3:16][O:17][C:18]1[CH:19]=[C:20]2[C:25](=[CH:26][C:27]=1[O:28][CH3:29])[N:24]=[CH:23][CH:22]=[C:21]2[O:30][C:31]1[CH:37]=[CH:36][C:34]([NH2:35])=[C:33]([F:38])[CH:32]=1.[C:39]1([C:45]2[CH:50]=[CH:49][C:48]([C:51]([N:53]=[C:54]=[S:55])=[O:52])=[CH:47][CH:46]=2)[CH:44]=[CH:43][CH:42]=[CH:41][CH:40]=1.